From a dataset of Forward reaction prediction with 1.9M reactions from USPTO patents (1976-2016). Predict the product of the given reaction. (1) Given the reactants [CH3:1][O:2][C:3]1[CH:4]=[CH:5][C:6]2[N:11]=[CH:10][C:9](=[O:12])[N:8]([CH2:13][CH2:14][C@@H:15]3[CH2:17][O:16]3)[C:7]=2[N:18]=1.[NH2:19][C@H:20]1[CH2:24][N:23]([C:25]2[CH:26]=[CH:27][C:28]3[O:29][CH2:30][C:31](=[O:35])[NH:32][C:33]=3[N:34]=2)[C:22](=[O:36])[CH2:21]1.C(OC(=O)N[C@@H]1CC(=O)NC1)(C)(C)C, predict the reaction product. The product is: [OH:16][C@H:15]([CH2:14][CH2:13][N:8]1[C:9](=[O:12])[CH:10]=[N:11][C:6]2[CH:5]=[CH:4][C:3]([O:2][CH3:1])=[N:18][C:7]1=2)[CH2:17][NH:19][C@H:20]1[CH2:24][N:23]([C:25]2[CH:26]=[CH:27][C:28]3[O:29][CH2:30][C:31](=[O:35])[NH:32][C:33]=3[N:34]=2)[C:22](=[O:36])[CH2:21]1. (2) The product is: [CH3:1][O:2][C:3]1[CH:4]=[C:5]2[C:10](=[CH:11][C:12]=1[O:13][CH3:14])[C@H:9]([CH2:15][C:16]1[CH:25]=[CH:20][C:19]([O:28][CH3:26])=[CH:18][CH:17]=1)[NH:8][CH2:7][CH2:6]2. Given the reactants [CH3:1][O:2][C:3]1[CH:4]=[C:5]2[C:10](=[CH:11][C:12]=1[O:13][CH3:14])[CH:9]([CH2:15][C:16]1[C:25]3[C:20](=CC=CC=3)[CH:19]=[CH:18][CH:17]=1)[NH:8][CH2:7][CH2:6]2.[C:26](N[C@H](C1C=CC=CC=1)C(O)=O)(=[O:28])C.CC(C)=O, predict the reaction product. (3) Given the reactants [CH:1]1([C:4]#[CH:5])[CH2:3][CH2:2]1.C(N(CC)CC)C.I[C:14]1[CH:19]=[CH:18][C:17]([S:20]([NH:23][CH2:24][C:25]2[C:34]3[C:29](=[N:30][CH:31]=[CH:32][CH:33]=3)[N:28]=[CH:27][CH:26]=2)(=[O:22])=[O:21])=[CH:16][CH:15]=1, predict the reaction product. The product is: [CH:1]1([C:4]#[C:5][C:14]2[CH:19]=[CH:18][C:17]([S:20]([NH:23][CH2:24][C:25]3[C:34]4[C:29](=[N:30][CH:31]=[CH:32][CH:33]=4)[N:28]=[CH:27][CH:26]=3)(=[O:21])=[O:22])=[CH:16][CH:15]=2)[CH2:3][CH2:2]1. (4) Given the reactants [CH3:1][C:2]1[NH:7][C:6](=[O:8])[C:5]([C:9]#[N:10])=[C:4]([C:11]([F:14])([F:13])[F:12])[CH:3]=1.N#N.[ClH:17], predict the reaction product. The product is: [ClH:17].[ClH:17].[NH2:10][CH2:9][C:5]1[C:6](=[O:8])[NH:7][C:2]([CH3:1])=[CH:3][C:4]=1[C:11]([F:12])([F:13])[F:14]. (5) The product is: [ClH:28].[NH:4]1[CH2:3][CH:2]([O:1][C:20](=[O:27])[C:21]2[CH:26]=[CH:25][CH:24]=[CH:23][CH:22]=2)[CH2:5]1. Given the reactants [OH:1][CH:2]1[CH2:5][N:4](C(OC(C)(C)C)=O)[CH2:3]1.C(N(CC)CC)C.[C:20]([Cl:28])(=[O:27])[C:21]1[CH:26]=[CH:25][CH:24]=[CH:23][CH:22]=1.O, predict the reaction product. (6) Given the reactants C([O:8][C:9]1[CH:10]=[C:11]([N:15]([CH2:22][CH3:23])[CH2:16][C:17]([O:19][CH2:20][CH3:21])=[O:18])[CH:12]=[CH:13][CH:14]=1)C1C=CC=CC=1, predict the reaction product. The product is: [CH2:22]([N:15]([C:11]1[CH:12]=[CH:13][CH:14]=[C:9]([OH:8])[CH:10]=1)[CH2:16][C:17]([O:19][CH2:20][CH3:21])=[O:18])[CH3:23]. (7) Given the reactants [NH4+:1].[OH-].[Cl:3][C:4]1[CH:9]=[CH:8][N:7]=[C:6]([C:10](Cl)=[O:11])[CH:5]=1.CC(OC)(C)C, predict the reaction product. The product is: [Cl:3][C:4]1[CH:9]=[CH:8][N:7]=[C:6]([C:10]([NH2:1])=[O:11])[CH:5]=1. (8) Given the reactants [Cl:1][C:2]1[CH:7]=[C:6](Cl)[N:5]2[N:9]=[C:10]([N:23]3[C:31](=[O:32])[C:30]4[C:25](=[CH:26][CH:27]=[CH:28][CH:29]=4)[C:24]3=[O:33])[C:11]([CH2:12][C:13]3[C:22]4[C:17](=[CH:18][CH:19]=[CH:20][CH:21]=4)[CH:16]=[CH:15][CH:14]=3)=[C:4]2[N:3]=1.[OH-:34].[Na+].[OH2:36].C(O)(=O)C, predict the reaction product. The product is: [Cl:1][C:2]1[CH:7]=[C:6]([OH:34])[N:5]2[N:9]=[C:10]([NH:23][C:24]([C:25]3[CH:26]=[CH:27][CH:28]=[CH:29][C:30]=3[C:31]([OH:36])=[O:32])=[O:33])[C:11]([CH2:12][C:13]3[C:22]4[C:17](=[CH:18][CH:19]=[CH:20][CH:21]=4)[CH:16]=[CH:15][CH:14]=3)=[C:4]2[N:3]=1. (9) Given the reactants [CH3:1][C:2]1[N:3]=[C:4]([CH3:39])[C:5]2[N:6]([CH:8]=[C:9]([C:11]3[C:12](=[O:38])[O:13][C:14]4[C:19]([CH:20]=3)=[CH:18][CH:17]=[C:16]([C:21]3([F:37])[CH2:26][CH2:25][N:24](C(OCC5C=CC=CC=5)=O)[CH2:23][CH2:22]3)[CH:15]=4)[N:10]=2)[CH:7]=1, predict the reaction product. The product is: [CH3:1][C:2]1[N:3]=[C:4]([CH3:39])[C:5]2[N:6]([CH:8]=[C:9]([C:11]3[C:12](=[O:38])[O:13][C:14]4[C:19]([CH:20]=3)=[CH:18][CH:17]=[C:16]([C:21]3([F:37])[CH2:22][CH2:23][NH:24][CH2:25][CH2:26]3)[CH:15]=4)[N:10]=2)[CH:7]=1. (10) Given the reactants [N+:1]([C:4]1[CH:5]=[C:6]([CH:10]=[C:11]([C:13]([F:16])([F:15])[F:14])[CH:12]=1)[C:7](O)=O)([O-])=O.[CH3:17][N:18]1[CH2:23][CH2:22][NH:21][CH2:20][CH2:19]1, predict the reaction product. The product is: [CH3:17][N:18]1[CH2:23][CH2:22][N:21]([CH2:7][C:6]2[CH:5]=[C:4]([CH:12]=[C:11]([C:13]([F:16])([F:15])[F:14])[CH:10]=2)[NH2:1])[CH2:20][CH2:19]1.